From a dataset of Forward reaction prediction with 1.9M reactions from USPTO patents (1976-2016). Predict the product of the given reaction. (1) Given the reactants [CH3:1][NH:2][C:3]1[CH:10]=[CH:9][CH:8]=[CH:7][C:4]=1[C:5]#[N:6].[CH3:11][O:12][C:13]1[CH:14]=[C:15]([S:19](Cl)(=[O:21])=[O:20])[CH:16]=[CH:17][CH:18]=1, predict the reaction product. The product is: [C:5]([C:4]1[CH:7]=[CH:8][CH:9]=[CH:10][C:3]=1[N:2]([CH3:1])[S:19]([C:15]1[CH:16]=[CH:17][CH:18]=[C:13]([O:12][CH3:11])[CH:14]=1)(=[O:21])=[O:20])#[N:6]. (2) Given the reactants [Cl:1][C:2]1[CH:3]=[C:4]([CH:18]=[CH:19][C:20]=1[F:21])[CH2:5][CH:6]1[C:13]2[CH:12]=[C:11]([C:14]([O:16]C)=[O:15])[NH:10][C:9]=2[CH2:8][CH2:7]1.[OH-].[Li+].CO, predict the reaction product. The product is: [Cl:1][C:2]1[CH:3]=[C:4]([CH:18]=[CH:19][C:20]=1[F:21])[CH2:5][CH:6]1[C:13]2[CH:12]=[C:11]([C:14]([OH:16])=[O:15])[NH:10][C:9]=2[CH2:8][CH2:7]1. (3) Given the reactants CC(C)(OC([NH:7][C:8]1[C:9]([C:15]([O:17][CH3:18])=[O:16])=[N:10][CH:11]=[N:12][C:13]=1[CH3:14])=O)C, predict the reaction product. The product is: [NH2:7][C:8]1[C:9]([C:15]([O:17][CH3:18])=[O:16])=[N:10][CH:11]=[N:12][C:13]=1[CH3:14]. (4) Given the reactants [C:1]([NH:4][C:5]1[CH:6]=[CH:7][CH:8]=[C:9]2[C:13]=1[C:12](=[O:14])[N:11]([CH:15]([C:20]1[CH:25]=[CH:24][C:23]([O:26][CH:27]([F:29])[F:28])=[C:22]([O:30][CH2:31][CH3:32])[CH:21]=1)[CH2:16][C:17](O)=[O:18])[CH2:10]2)(=[O:3])[CH3:2].C1N=CN(C(N2C=NC=C2)=O)C=1.Cl.[NH2:46][OH:47], predict the reaction product. The product is: [C:1]([NH:4][C:5]1[CH:6]=[CH:7][CH:8]=[C:9]2[C:13]=1[C:12](=[O:14])[N:11]([CH:15]([C:20]1[CH:25]=[CH:24][C:23]([O:26][CH:27]([F:29])[F:28])=[C:22]([O:30][CH2:31][CH3:32])[CH:21]=1)[CH2:16][C:17]([NH:46][OH:47])=[O:18])[CH2:10]2)(=[O:3])[CH3:2]. (5) Given the reactants [C:1]1([CH2:7][CH2:8][CH2:9][CH2:10][O:11][CH2:12][CH2:13][CH:14]([OH:19])[CH2:15][CH2:16][CH:17]=[CH2:18])[CH:6]=[CH:5][CH:4]=[CH:3][CH:2]=1.C1(CCCCOCCC=O)C=CC=CC=1, predict the reaction product. The product is: [C:1]1([CH2:7][CH2:8][CH2:9][CH2:10][O:11][CH2:12][CH2:13][C:14](=[O:19])[CH2:15][CH2:16][CH:17]=[CH2:18])[CH:6]=[CH:5][CH:4]=[CH:3][CH:2]=1. (6) Given the reactants [CH:1]([CH:3](Cl)[C:4]1[CH:9]=[CH:8][CH:7]=[CH:6][CH:5]=1)=[CH2:2].[C:11](#[N:13])C.[C-]#N.[K+].CCCCCC, predict the reaction product. The product is: [CH:1]([CH:3]([C:11]#[N:13])[C:4]1[CH:9]=[CH:8][CH:7]=[CH:6][CH:5]=1)=[CH2:2]. (7) Given the reactants [CH2:1]([O:8][N:9]=[C:10]1[CH2:14][N:13]([C:15]([O:17]C(C)(C)C)=O)[C@H:12]([C:22]([OH:24])=O)[CH2:11]1)[C:2]1[CH:7]=[CH:6][CH:5]=[CH:4][CH:3]=1.[C:25]1([CH:31]([C:35]2[CH:40]=[CH:39][CH:38]=[CH:37][CH:36]=2)C(Cl)=O)[CH:30]=[CH:29][CH:28]=[CH:27][CH:26]=1.[CH2:41]([NH:48][CH3:49])[C:42]1[CH:47]=[CH:46][CH:45]=[CH:44][CH:43]=1, predict the reaction product. The product is: [CH2:41]([N:48]([CH3:49])[C:22]([C@@H:12]1[CH2:11][C:10](=[N:9][O:8][CH2:1][C:2]2[CH:3]=[CH:4][CH:5]=[CH:6][CH:7]=2)[CH2:14][N:13]1[C:15](=[O:17])[CH:31]([C:25]1[CH:26]=[CH:27][CH:28]=[CH:29][CH:30]=1)[C:35]1[CH:36]=[CH:37][CH:38]=[CH:39][CH:40]=1)=[O:24])[C:42]1[CH:47]=[CH:46][CH:45]=[CH:44][CH:43]=1. (8) Given the reactants [Cl:1][C:2]1[CH:16]=[CH:15][C:5]([CH2:6][C@H:7]2[CH2:11][N:10]([CH3:12])[CH2:9][C@@H]2C#N)=[CH:4][CH:3]=1.Cl.[OH2:18].C.[CH3:20][CH2:21][OH:22], predict the reaction product. The product is: [Cl:1][C:2]1[CH:16]=[CH:15][C:5]([CH2:6][C@H:7]2[CH2:11][N:10]([CH3:12])[CH2:9][C@@H:20]2[C:21]([OH:18])=[O:22])=[CH:4][CH:3]=1. (9) Given the reactants Br[C:2]1[CH:24]=[CH:23][C:5]2[C:6]3[N:7]=[C:8]([C:14]4[N:15]([CH:19]5[CH2:22][O:21][CH2:20]5)[CH:16]=[CH:17][N:18]=4)[S:9][C:10]=3[CH2:11][CH2:12][O:13][C:4]=2[CH:3]=1.[CH3:25][C:26]([OH:43])([CH3:42])[CH2:27][N:28]1[CH:32]=[C:31](B2OC(C)(C)C(C)(C)O2)[CH:30]=[N:29]1, predict the reaction product. The product is: [CH3:25][C:26]([OH:43])([CH3:42])[CH2:27][N:28]1[CH:32]=[C:31]([C:2]2[CH:24]=[CH:23][C:5]3[C:6]4[N:7]=[C:8]([C:14]5[N:15]([CH:19]6[CH2:22][O:21][CH2:20]6)[CH:16]=[CH:17][N:18]=5)[S:9][C:10]=4[CH2:11][CH2:12][O:13][C:4]=3[CH:3]=2)[CH:30]=[N:29]1.